From a dataset of Catalyst prediction with 721,799 reactions and 888 catalyst types from USPTO. Predict which catalyst facilitates the given reaction. Reactant: [OH:1][C:2]1[CH:10]=[CH:9][C:5]([C:6]([OH:8])=[O:7])=[CH:4][CH:3]=1.C(=O)([O-])[O-].[K+].[K+].[CH2:17]([O:20][CH2:21][CH2:22]Cl)[CH2:18][CH3:19].O. Product: [CH2:17]([O:20][CH2:21][CH2:22][O:1][C:2]1[CH:10]=[CH:9][C:5]([C:6]([OH:8])=[O:7])=[CH:4][CH:3]=1)[CH2:18][CH3:19]. The catalyst class is: 9.